Dataset: Full USPTO retrosynthesis dataset with 1.9M reactions from patents (1976-2016). Task: Predict the reactants needed to synthesize the given product. (1) Given the product [NH:14]1[C:18]2[CH:19]=[CH:20][CH:21]=[CH:22][C:17]=2[N:16]=[C:15]1[C:23]1[CH:31]=[CH:30][C:26]([C:27]([NH:11][C:10]2[CH:12]=[CH:13][C:7]([N:4]3[CH2:3][CH2:2][O:1][CH2:6][CH2:5]3)=[CH:8][CH:9]=2)=[O:28])=[CH:25][CH:24]=1, predict the reactants needed to synthesize it. The reactants are: [O:1]1[CH2:6][CH2:5][N:4]([C:7]2[CH:13]=[CH:12][C:10]([NH2:11])=[CH:9][CH:8]=2)[CH2:3][CH2:2]1.[NH:14]1[C:18]2[CH:19]=[CH:20][CH:21]=[CH:22][C:17]=2[N:16]=[C:15]1[C:23]1[CH:31]=[CH:30][C:26]([C:27]([O-])=[O:28])=[CH:25][CH:24]=1. (2) Given the product [Cl:31][C:28]1[CH:29]=[CH:30][C:25]([CH:10]2[C:5]3[N:6]([CH:7]([CH3:9])[CH3:8])[C:2]([C:37]4[CH:36]=[N:35][C:34]([O:33][CH3:32])=[CH:39][CH:38]=4)=[N:3][C:4]=3[C:12](=[O:13])[N:11]2[C:14]2[N:19]=[C:18]3[N:20]([CH3:23])[N:21]=[N:22][C:17]3=[C:16]([CH3:24])[CH:15]=2)=[CH:26][CH:27]=1, predict the reactants needed to synthesize it. The reactants are: Br[C:2]1[N:6]([CH:7]([CH3:9])[CH3:8])[C:5]2[CH:10]([C:25]3[CH:30]=[CH:29][C:28]([Cl:31])=[CH:27][CH:26]=3)[N:11]([C:14]3[N:19]=[C:18]4[N:20]([CH3:23])[N:21]=[N:22][C:17]4=[C:16]([CH3:24])[CH:15]=3)[C:12](=[O:13])[C:4]=2[N:3]=1.[CH3:32][O:33][C:34]1[CH:39]=[CH:38][C:37](B(O)O)=[CH:36][N:35]=1.